This data is from Forward reaction prediction with 1.9M reactions from USPTO patents (1976-2016). The task is: Predict the product of the given reaction. (1) Given the reactants [Cl:1][C:2]1[C:7]([O:8][CH3:9])=[CH:6][C:5]([O:10][CH3:11])=[C:4]([Cl:12])[C:3]=1[C:13]1[N:18]=[CH:17][C:16]2[C:19](I)=[N:20][NH:21][C:15]=2[CH:14]=1.[CH3:23][N:24]1[C:29]2[CH:30]=[C:31](B3OC(C)(C)C(C)(C)O3)[CH:32]=[CH:33][C:28]=2[O:27][CH2:26][C:25]1=[O:43], predict the reaction product. The product is: [Cl:1][C:2]1[C:7]([O:8][CH3:9])=[CH:6][C:5]([O:10][CH3:11])=[C:4]([Cl:12])[C:3]=1[C:13]1[N:18]=[CH:17][C:16]2[C:19]([C:31]3[CH:32]=[CH:33][C:28]4[O:27][CH2:26][C:25](=[O:43])[N:24]([CH3:23])[C:29]=4[CH:30]=3)=[N:20][NH:21][C:15]=2[CH:14]=1. (2) Given the reactants Cl.[CH2:2]=[C:3]1[CH2:7][NH:6][C@H:5]([C:8]([OH:10])=[O:9])[CH2:4]1.[Br:11][C:12]1[CH:17]=[C:16]([F:18])[CH:15]=[CH:14][C:13]=1[C@H:19]1[C:24]([C:25]([O:27][CH2:28][CH3:29])=[O:26])=[C:23]([CH2:30]Br)[NH:22][C:21]([C:32]2[S:33][CH:34]=[CH:35][N:36]=2)=[N:20]1.C(=O)([O-])[O-].[K+].[K+], predict the reaction product. The product is: [Br:11][C:12]1[CH:17]=[C:16]([F:18])[CH:15]=[CH:14][C:13]=1[C@@H:19]1[N:20]=[C:21]([C:32]2[S:33][CH:34]=[CH:35][N:36]=2)[NH:22][C:23]([CH2:30][N:6]2[CH2:7][C:3](=[CH2:2])[CH2:4][C@H:5]2[C:8]([OH:10])=[O:9])=[C:24]1[C:25]([O:27][CH2:28][CH3:29])=[O:26]. (3) Given the reactants [F:1][C:2]([F:16])([F:15])[C:3]([NH:5][C:6]1[CH:11]=[CH:10][N:9]2[N:12]=[CH:13][CH:14]=[C:8]2[CH:7]=1)=[O:4].C1C(=O)N([Cl:24])C(=O)C1, predict the reaction product. The product is: [Cl:24][C:14]1[CH:13]=[N:12][N:9]2[CH:10]=[CH:11][C:6]([NH:5][C:3](=[O:4])[C:2]([F:1])([F:15])[F:16])=[CH:7][C:8]=12. (4) Given the reactants [CH3:1][O:2][C:3]1[CH:8]=[C:7]([CH3:9])[CH:6]=[C:5]([C:10]2[C:11]([OH:18])=[CH:12][C:13]([CH3:17])=[C:14]([CH3:16])[CH:15]=2)[C:4]=1[OH:19].C(N([CH2:25][CH3:26])CC)C.Cl[P:28]1[O:32][C:31]([C:39]2[CH:44]=[CH:43][CH:42]=[CH:41][CH:40]=2)([C:33]2[CH:38]=[CH:37][CH:36]=[CH:35][CH:34]=2)[C:30]([C:51]2[CH:56]=[CH:55][CH:54]=[CH:53][CH:52]=2)([C:45]2[CH:50]=[CH:49][CH:48]=[CH:47][CH:46]=2)[O:29]1, predict the reaction product. The product is: [CH3:1][O:2][C:3]1[C:4]([O:19][P:28]2[O:29][C:30]([C:51]3[CH:56]=[CH:55][CH:54]=[CH:53][CH:52]=3)([C:45]3[CH:46]=[CH:47][CH:48]=[CH:49][CH:50]=3)[C:31]([C:26]3[CH:25]=[CH:44][CH:39]=[CH:40][CH:41]=3)([C:33]3[CH:34]=[CH:35][CH:36]=[CH:37][CH:38]=3)[O:32]2)=[C:5]([C:10]2[CH:15]=[C:14]([CH3:16])[C:13]([CH3:17])=[CH:12][C:11]=2[O:18][P:28]2[O:32][C:31]([C:39]3[CH:44]=[CH:43][CH:42]=[CH:41][CH:40]=3)([C:33]3[CH:38]=[CH:37][CH:36]=[CH:35][CH:34]=3)[C:30]([C:51]3[CH:56]=[CH:55][CH:54]=[CH:53][CH:52]=3)([C:45]3[CH:50]=[CH:49][CH:48]=[CH:47][CH:46]=3)[O:29]2)[CH:6]=[C:7]([CH3:9])[CH:8]=1. (5) Given the reactants Cl[C:2]1[N:7]=[C:6]([O:8][CH3:9])[CH:5]=[CH:4][N:3]=1.[NH2:10][C:11]1[CH:12]=[CH:13][C:14]([Cl:18])=[C:15]([OH:17])[CH:16]=1, predict the reaction product. The product is: [Cl:18][C:14]1[CH:13]=[CH:12][C:11]([NH:10][C:2]2[N:7]=[C:6]([O:8][CH3:9])[CH:5]=[CH:4][N:3]=2)=[CH:16][C:15]=1[OH:17].